This data is from Reaction yield outcomes from USPTO patents with 853,638 reactions. The task is: Predict the reaction yield, written as a fraction of the theoretical maximum amount of product (1.0 means a 100% yield; for example, 0.34 means a 34% yield). (1) The reactants are [OH:1][CH:2]1[CH2:7][CH2:6][CH:5]([O:8][C:9]2[CH:14]=[CH:13][C:12]([N:15]3[C:20](=[O:21])[C:19]([CH2:22][C:23]4[CH:28]=[CH:27][C:26]([C:29]5[CH:34]=[CH:33][CH:32]=[CH:31][C:30]=5[C:35]5[NH:39][C:38](=[O:40])[O:37][N:36]=5)=[CH:25][CH:24]=4)=[C:18]([CH2:41][CH2:42][CH3:43])[N:17]=[C:16]3[CH3:44])=[CH:11][CH:10]=2)[CH2:4][CH:3]1[CH3:45].CC(OI1(OC(C)=O)(OC(C)=O)OC(=O)C2C1=CC=CC=2)=O.C(OCC)(=O)C.S([O-])([O-])(=O)=S.[Na+].[Na+]. The catalyst is C(Cl)Cl.O. The product is [CH3:44][C:16]1[N:15]([C:12]2[CH:13]=[CH:14][C:9]([O:8][CH:5]3[CH2:6][CH2:7][C:2](=[O:1])[CH:3]([CH3:45])[CH2:4]3)=[CH:10][CH:11]=2)[C:20](=[O:21])[C:19]([CH2:22][C:23]2[CH:28]=[CH:27][C:26]([C:29]3[CH:34]=[CH:33][CH:32]=[CH:31][C:30]=3[C:35]3[NH:39][C:38](=[O:40])[O:37][N:36]=3)=[CH:25][CH:24]=2)=[C:18]([CH2:41][CH2:42][CH3:43])[N:17]=1. The yield is 0.770. (2) The reactants are C[O:2][C:3]1[CH:4]=[C:5]2[C:10](=[CH:11][C:12]=1[C:13]1[CH:14]=[N:15][CH:16]=[CH:17][CH:18]=1)[CH:9]=[N:8][CH:7]=[CH:6]2.C[S-].[Na+]. The catalyst is CN(C)C=O. The product is [N:15]1[CH:16]=[CH:17][CH:18]=[C:13]([C:12]2[CH:11]=[C:10]3[C:5]([CH:6]=[CH:7][N:8]=[CH:9]3)=[CH:4][C:3]=2[OH:2])[CH:14]=1. The yield is 0.170. (3) The reactants are [F:1][C:2]1[CH:7]=[CH:6][C:5]([C:8]2[C:16]3[C:11](=[CH:12][CH:13]=[C:14]([C:17]#[C:18][C:19]4[CH:24]=[CH:23][CH:22]=[CH:21][CH:20]=4)[CH:15]=3)[N:10](C3CCCCO3)[N:9]=2)=[CH:4][CH:3]=1.Cl. The catalyst is O1CCCC1. The product is [F:1][C:2]1[CH:3]=[CH:4][C:5]([C:8]2[C:16]3[C:11](=[CH:12][CH:13]=[C:14]([C:17]#[C:18][C:19]4[CH:20]=[CH:21][CH:22]=[CH:23][CH:24]=4)[CH:15]=3)[NH:10][N:9]=2)=[CH:6][CH:7]=1. The yield is 0.900. (4) The reactants are [Br:1][C:2]1[C:3]([Cl:9])=[C:4]([CH:6]=[CH:7][CH:8]=1)[NH2:5].C[Al](C)C.[CH3:14][N:15]1[C:20]2[CH:21]=[CH:22][CH:23]=[CH:24][C:19]=2[C:18](=O)[O:17]C1=O.Cl. The catalyst is C1(C)C=CC=CC=1. The product is [Br:1][C:2]1[C:3]([Cl:9])=[C:4]([NH:5][C:18](=[O:17])[C:19]2[CH:24]=[CH:23][CH:22]=[CH:21][C:20]=2[NH:15][CH3:14])[CH:6]=[CH:7][CH:8]=1. The yield is 0.280. (5) The reactants are Br[C:2]1[CH:7]=[CH:6][CH:5]=[C:4]([F:8])[C:3]=1[F:9].C([Li])CCCCC.[C:17]([N:24]1[CH2:28][CH2:27][C:26](=[O:29])[CH2:25]1)([O:19][C:20]([CH3:23])([CH3:22])[CH3:21])=[O:18].[Cl-].[NH4+]. The catalyst is C(OCC)C. The product is [F:9][C:3]1[C:4]([F:8])=[CH:5][CH:6]=[CH:7][C:2]=1[C:26]1([OH:29])[CH2:27][CH2:28][N:24]([C:17]([O:19][C:20]([CH3:22])([CH3:21])[CH3:23])=[O:18])[CH2:25]1. The yield is 0.660. (6) The reactants are C([O:3][C:4]([C:6]1([C:10]2[CH:11]=[C:12]([C:23]3[CH:28]=[CH:27][C:26]([C:29]([F:32])([F:31])[F:30])=[CH:25][CH:24]=3)[C:13]([O:17][CH2:18][C:19]([F:22])([F:21])[F:20])=[C:14]([Cl:16])[CH:15]=2)[CH2:9][CH2:8][CH2:7]1)=[O:5])C.O.[OH-].[Li+]. The catalyst is CO.C1COCC1.O. The product is [Cl:16][C:14]1[CH:15]=[C:10]([C:6]2([C:4]([OH:5])=[O:3])[CH2:7][CH2:8][CH2:9]2)[CH:11]=[C:12]([C:23]2[CH:24]=[CH:25][C:26]([C:29]([F:30])([F:31])[F:32])=[CH:27][CH:28]=2)[C:13]=1[O:17][CH2:18][C:19]([F:21])([F:22])[F:20]. The yield is 0.880. (7) The reactants are [CH3:1][O:2][C:3]1[CH:8]=[CH:7][C:6]([C:9]2[C:17]3[C:12](=[CH:13][CH:14]=[C:15]([C:18]#[N:19])[CH:16]=3)[NH:11][N:10]=2)=[CH:5][CH:4]=1.[OH:20]O.[OH-].[Na+].Cl. The catalyst is O.C(O)C. The product is [CH3:1][O:2][C:3]1[CH:4]=[CH:5][C:6]([C:9]2[C:17]3[C:12](=[CH:13][CH:14]=[C:15]([C:18]([NH2:19])=[O:20])[CH:16]=3)[NH:11][N:10]=2)=[CH:7][CH:8]=1. The yield is 0.416. (8) The catalyst is C(Cl)Cl. The product is [CH3:1][O:2][N:3]([CH3:4])[C:10]([CH:5]1[CH2:9][CH2:8][CH2:7][CH2:6]1)=[O:11]. The yield is 0.929. The reactants are [CH3:1][O:2][NH:3][CH3:4].[CH:5]1([C:10](Cl)=[O:11])[CH2:9][CH2:8][CH2:7][CH2:6]1. (9) The reactants are [CH2:1]([O:8][C:9]1[CH:14]=[CH:13][CH:12]=[C:11](Br)[CH:10]=1)[C:2]1[CH:7]=[CH:6][CH:5]=[CH:4][CH:3]=1.C([Li])CCC.[CH3:21][O:22][C:23]1[CH:24]=[C:25]([CH:28]=[C:29]([O:31][CH3:32])[CH:30]=1)[CH:26]=[O:27].C(O)(C)C. The catalyst is C1COCC1.O. The product is [CH2:1]([O:8][C:9]1[CH:10]=[C:11]([CH:26]([C:25]2[CH:28]=[C:29]([O:31][CH3:32])[CH:30]=[C:23]([O:22][CH3:21])[CH:24]=2)[OH:27])[CH:12]=[CH:13][CH:14]=1)[C:2]1[CH:7]=[CH:6][CH:5]=[CH:4][CH:3]=1. The yield is 0.820.